From a dataset of Forward reaction prediction with 1.9M reactions from USPTO patents (1976-2016). Predict the product of the given reaction. (1) Given the reactants C1(C(C2C=CC=CC=2)([C@H]2CCCN2)O)C=CC=CC=1.[OH:20][C:21]1[CH:22]=[C:23]2[C:28](=[CH:29][CH:30]=1)[C:27]([C:31]([C:33]1[CH:38]=[CH:37][C:36]([O:39][CH2:40][CH2:41][N:42]3[CH2:47][CH2:46][CH2:45][CH2:44][CH2:43]3)=[CH:35][CH:34]=1)=[O:32])=[C:26]([C:48]1[CH:53]=[C:52]([F:54])[CH:51]=[C:50]([F:55])[C:49]=1[F:56])[CH:25]=[CH:24]2.B.C(CN)O.[Cl-].[NH4+], predict the reaction product. The product is: [OH:32][CH:31]([C:33]1[CH:34]=[CH:35][C:36]([O:39][CH2:40][CH2:41][N:42]2[CH2:47][CH2:46][CH2:45][CH2:44][CH2:43]2)=[CH:37][CH:38]=1)[C:27]1[C:26]([C:48]2[CH:53]=[C:52]([F:54])[CH:51]=[C:50]([F:55])[C:49]=2[F:56])=[CH:25][CH:24]=[C:23]2[C:28]=1[CH:29]=[CH:30][C:21]([OH:20])=[CH:22]2. (2) Given the reactants [H][H].[OH:3][C:4]([CH3:33])([CH3:32])[CH:5]([NH:7][C:8]1[C:20]2[C:19]3[CH:18]=[CH:17][C:16]([C:21]#[C:22][C:23]4[CH:24]=[N:25][CH:26]=[CH:27][CH:28]=4)=[CH:15][C:14]=3[NH:13][C:12]=2[C:11]([C:29]([NH2:31])=[O:30])=[CH:10][N:9]=1)[CH3:6], predict the reaction product. The product is: [OH:3][C:4]([CH3:32])([CH3:33])[CH:5]([NH:7][C:8]1[C:20]2[C:19]3[CH:18]=[CH:17][C:16]([CH2:21][CH2:22][C:23]4[CH:24]=[N:25][CH:26]=[CH:27][CH:28]=4)=[CH:15][C:14]=3[NH:13][C:12]=2[C:11]([C:29]([NH2:31])=[O:30])=[CH:10][N:9]=1)[CH3:6]. (3) Given the reactants [O:1]=[C:2]1[NH:6][CH2:5][CH:4]([CH2:7][C:8](OC)=[O:9])[CH2:3]1.[BH4-].[Li+], predict the reaction product. The product is: [OH:9][CH2:8][CH2:7][CH:4]1[CH2:5][NH:6][C:2](=[O:1])[CH2:3]1. (4) Given the reactants [F:1][C:2]([F:43])([F:42])[C:3]1[CH:4]=[C:5]([CH:39]=[CH:40][CH:41]=1)[C:6]([NH:8][CH2:9][C:10]([NH:12][C@@H:13]1[CH2:17][CH2:16][N:15]([CH:18]2[CH2:22][CH2:21][N:20]([C:23]3[CH:38]=[CH:37][C:26]([C:27]([O:29]CC4C=CC=CC=4)=[O:28])=[CH:25][CH:24]=3)[CH2:19]2)[CH2:14]1)=[O:11])=[O:7].[H][H], predict the reaction product. The product is: [F:43][C:2]([F:1])([F:42])[C:3]1[CH:4]=[C:5]([CH:39]=[CH:40][CH:41]=1)[C:6]([NH:8][CH2:9][C:10]([NH:12][C@@H:13]1[CH2:17][CH2:16][N:15]([CH:18]2[CH2:22][CH2:21][N:20]([C:23]3[CH:38]=[CH:37][C:26]([C:27]([OH:29])=[O:28])=[CH:25][CH:24]=3)[CH2:19]2)[CH2:14]1)=[O:11])=[O:7]. (5) Given the reactants C([O:3][C:4]([C:6]1[N:7]([CH3:16])[N:8]=[C:9]([C:12]([CH3:15])([CH3:14])[CH3:13])[C:10]=1[Cl:11])=[O:5])C.[OH-].[Na+], predict the reaction product. The product is: [C:12]([C:9]1[C:10]([Cl:11])=[C:6]([C:4]([OH:5])=[O:3])[N:7]([CH3:16])[N:8]=1)([CH3:15])([CH3:13])[CH3:14]. (6) Given the reactants Br[C:2]1[CH:7]=[CH:6][CH:5]=[CH:4][C:3]=1[S:8][CH3:9].[C:10]([N:17]1[CH2:22][CH2:21][C:20](=[O:23])[CH2:19][CH2:18]1)([O:12][C:13]([CH3:16])([CH3:15])[CH3:14])=[O:11], predict the reaction product. The product is: [C:13]([O:12][C:10]([N:17]1[CH2:22][CH2:21][C:20]([OH:23])([C:2]2[CH:7]=[CH:6][CH:5]=[CH:4][C:3]=2[S:8][CH3:9])[CH2:19][CH2:18]1)=[O:11])([CH3:16])([CH3:14])[CH3:15]. (7) Given the reactants Cl[C:2]1[CH:7]=[C:6]([CH2:8][C:9]([P:21](=[O:30])([O:26][CH:27]([CH3:29])[CH3:28])[O:22][CH:23]([CH3:25])[CH3:24])([P:11](=[O:20])([O:16][CH:17]([CH3:19])[CH3:18])[O:12][CH:13]([CH3:15])[CH3:14])[F:10])[CH:5]=[CH:4][N:3]=1.[NH:31]1[C:39]2[C:34](=[C:35](B(O)O)[CH:36]=[CH:37][CH:38]=2)[CH:33]=[N:32]1, predict the reaction product. The product is: [NH:31]1[C:39]2[C:34](=[C:35]([C:2]3[CH:7]=[C:6]([CH2:8][C:9]([P:21](=[O:30])([O:26][CH:27]([CH3:29])[CH3:28])[O:22][CH:23]([CH3:25])[CH3:24])([P:11](=[O:20])([O:16][CH:17]([CH3:19])[CH3:18])[O:12][CH:13]([CH3:15])[CH3:14])[F:10])[CH:5]=[CH:4][N:3]=3)[CH:36]=[CH:37][CH:38]=2)[CH:33]=[N:32]1.